Dataset: Reaction yield outcomes from USPTO patents with 853,638 reactions. Task: Predict the reaction yield, written as a fraction of the theoretical maximum amount of product (1.0 means a 100% yield; for example, 0.34 means a 34% yield). The reactants are C[O:2][C:3](=[O:17])[CH2:4][C:5]1[N:6]=[C:7]([C:11]2[S:12][C:13]([CH3:16])=[CH:14][CH:15]=2)[O:8][C:9]=1[CH3:10].[OH-].[Na+]. The catalyst is CO. The product is [CH3:10][C:9]1[O:8][C:7]([C:11]2[S:12][C:13]([CH3:16])=[CH:14][CH:15]=2)=[N:6][C:5]=1[CH2:4][C:3]([OH:17])=[O:2]. The yield is 0.760.